This data is from Full USPTO retrosynthesis dataset with 1.9M reactions from patents (1976-2016). The task is: Predict the reactants needed to synthesize the given product. The reactants are: [NH2:1][C:2]1[C:7]([N+:8]([O-:10])=[O:9])=[CH:6][C:5]([CH3:11])=[C:4]([Cl:12])[CH:3]=1.CN(C=O)C.[H-].[Na+].[H][H].Br[CH2:23][CH2:24][CH2:25][CH2:26][CH2:27][CH2:28][C:29]([O:31][CH2:32][CH3:33])=[O:30]. Given the product [Cl:12][C:4]1[C:5]([CH3:11])=[CH:6][C:7]([N+:8]([O-:10])=[O:9])=[C:2]([NH:1][CH2:23][CH2:24][CH2:25][CH2:26][CH2:27][CH2:28][C:29]([O:31][CH2:32][CH3:33])=[O:30])[CH:3]=1, predict the reactants needed to synthesize it.